Dataset: Full USPTO retrosynthesis dataset with 1.9M reactions from patents (1976-2016). Task: Predict the reactants needed to synthesize the given product. (1) Given the product [NH2:7][C:4]1[CH:5]=[CH:6][N:1]=[N:2][C:3]=1[Br:17].[NH2:16][C:11]1[C:10]([Br:17])=[CH:9][N:8]=[N:1][CH:12]=1, predict the reactants needed to synthesize it. The reactants are: [N:1]1[CH:6]=[CH:5][C:4]([NH2:7])=[CH:3][N:2]=1.[NH2:8][C:9]1C=C(C)[N:12]=[C:11]([CH3:16])[C:10]=1[Br:17]. (2) Given the product [N:42]1([C:2]2[N:11]=[C:10]([NH:12][CH2:13][C:14]3[CH:19]=[CH:18][C:17]([NH:20][C:21]([CH:23]4[CH2:28][CH2:27][N:26]([CH2:29][C:30]5[CH:35]=[CH:34][C:33]([F:36])=[CH:32][CH:31]=5)[CH2:25][CH2:24]4)=[O:22])=[CH:16][CH:15]=3)[C:9]3[C:4](=[CH:5][CH:6]=[C:7]([C:37]([F:39])([F:38])[F:40])[CH:8]=3)[N:3]=2)[CH2:45][CH2:44][CH2:43]1, predict the reactants needed to synthesize it. The reactants are: Cl[C:2]1[N:11]=[C:10]([NH:12][CH2:13][C:14]2[CH:19]=[CH:18][C:17]([NH:20][C:21]([CH:23]3[CH2:28][CH2:27][N:26]([CH2:29][C:30]4[CH:35]=[CH:34][C:33]([F:36])=[CH:32][CH:31]=4)[CH2:25][CH2:24]3)=[O:22])=[CH:16][CH:15]=2)[C:9]2[C:4](=[CH:5][CH:6]=[C:7]([C:37]([F:40])([F:39])[F:38])[CH:8]=2)[N:3]=1.Cl.[NH:42]1[CH2:45][CH2:44][CH2:43]1. (3) Given the product [SH:20][C:17]([CH3:18])([CH3:16])[C:25]([O:5][CH2:1][CH:2]([O:4][C:8](=[O:10])[C:7]([SH:6])([CH3:12])[CH3:11])[CH3:3])=[O:28], predict the reactants needed to synthesize it. The reactants are: [CH2:1]([OH:5])[CH:2]([OH:4])[CH3:3].[SH:6][C:7]([CH3:12])([CH3:11])[C:8]([OH:10])=O.O.C1(C)C=[CH:18][C:17]([S:20](O)(=O)=O)=[CH:16]C=1.[C:25](=[O:28])([O-])O.[Na+]. (4) Given the product [CH3:18][C:19]1[C:24]([N:25]2[CH2:30][CH2:29][N:28]([C:11]([C:10]3[CH:9]=[CH:8][C:7]([N:6]4[CH2:5][CH2:4][O:3][C:2]4=[O:1])=[CH:17][CH:16]=3)=[O:13])[CH2:27][CH2:26]2)=[CH:23][CH:22]=[C:21]([CH3:31])[N:20]=1, predict the reactants needed to synthesize it. The reactants are: [O:1]=[C:2]1[N:6]([C:7]2[CH:17]=[CH:16][C:10]([C:11]([O:13]CC)=O)=[CH:9][CH:8]=2)[CH2:5][CH2:4][O:3]1.[CH3:18][C:19]1[C:24]([N:25]2[CH2:30][CH2:29][NH:28][CH2:27][CH2:26]2)=[CH:23][CH:22]=[C:21]([CH3:31])[N:20]=1. (5) Given the product [F:15][C:16]1[C:24]([O:25][C:26]2[C:35]3[C:30](=[CH:31][C:32]([O:38][CH2:39][CH:40]4[CH2:45][CH2:44][N:43]([S:11]([CH3:10])(=[O:13])=[O:12])[CH2:42][CH2:41]4)=[C:33]([O:36][CH3:37])[CH:34]=3)[N:29]=[CH:28][N:27]=2)=[CH:23][CH:22]=[C:21]2[C:17]=1[CH:18]=[C:19]([CH3:46])[NH:20]2, predict the reactants needed to synthesize it. The reactants are: C(N(C(C)C)CC)(C)C.[CH3:10][S:11](Cl)(=[O:13])=[O:12].[F:15][C:16]1[C:24]([O:25][C:26]2[C:35]3[C:30](=[CH:31][C:32]([O:38][CH2:39][CH:40]4[CH2:45][CH2:44][NH:43][CH2:42][CH2:41]4)=[C:33]([O:36][CH3:37])[CH:34]=3)[N:29]=[CH:28][N:27]=2)=[CH:23][CH:22]=[C:21]2[C:17]=1[CH:18]=[C:19]([CH3:46])[NH:20]2. (6) Given the product [C:11]1([C:8]2[O:9][CH:10]=[C:6]([C:4]([OH:5])=[O:3])[N:7]=2)[CH:12]=[CH:13][CH:14]=[CH:15][CH:16]=1, predict the reactants needed to synthesize it. The reactants are: C([O:3][C:4]([C:6]1[N:7]=[C:8]([C:11]2[CH:16]=[CH:15][CH:14]=[CH:13][CH:12]=2)[O:9][CH:10]=1)=[O:5])C.O[Li].O. (7) Given the product [Si:1]([O:8][CH2:9][C:10]1[C:11]([Cl:17])=[CH:12][C:13]([C:24]2[CH:25]=[N:26][C:27]([C:30]([F:33])([F:32])[F:31])=[N:28][CH:29]=2)=[N:14][CH:15]=1)([C:4]([CH3:7])([CH3:6])[CH3:5])([CH3:3])[CH3:2], predict the reactants needed to synthesize it. The reactants are: [Si:1]([O:8][CH2:9][C:10]1[C:11]([Cl:17])=[CH:12][C:13](Cl)=[N:14][CH:15]=1)([C:4]([CH3:7])([CH3:6])[CH3:5])([CH3:3])[CH3:2].CC1(C)OB([C:24]2[CH:25]=[N:26][C:27]([C:30]([F:33])([F:32])[F:31])=[N:28][CH:29]=2)OC1(C)C.C(=O)([O-])[O-].[K+].[K+].O1CCOCC1.